Task: Predict the reactants needed to synthesize the given product.. Dataset: Full USPTO retrosynthesis dataset with 1.9M reactions from patents (1976-2016) (1) Given the product [C:27]([N:8]1[C:9]2[C:14](=[C:13]([O:17][CH2:18][CH2:19][CH3:20])[C:12]([CH:21]3[CH2:26][CH2:25][N:24]([C:2]([O:4][CH3:5])=[O:3])[CH2:23][CH2:22]3)=[CH:11][CH:10]=2)[CH2:15][CH2:16][C@@H:7]1[CH3:6])(=[O:29])[CH3:28], predict the reactants needed to synthesize it. The reactants are: Cl[C:2]([O:4][CH3:5])=[O:3].[CH3:6][C@H:7]1[CH2:16][CH2:15][C:14]2[C:9](=[CH:10][CH:11]=[C:12]([CH:21]3[CH2:26][CH2:25][NH:24][CH2:23][CH2:22]3)[C:13]=2[O:17][CH2:18][CH2:19][CH3:20])[N:8]1[C:27](=[O:29])[CH3:28].C(N(CC)CC)C. (2) Given the product [N:41]1([S:45]([NH:48][C:27](=[O:29])[C:26]2[CH:30]=[C:22]([Cl:21])[C:23]([O:32][C:33]3[CH:38]=[CH:37][C:36]([Cl:39])=[C:35]([Cl:40])[CH:34]=3)=[CH:24][C:25]=2[F:31])(=[O:47])=[O:46])[CH2:44][CH2:43][CH2:42]1, predict the reactants needed to synthesize it. The reactants are: C(N(CC)C(C)C)(C)C.C(N=C=NCCCN(C)C)C.[Cl:21][C:22]1[C:23]([O:32][C:33]2[CH:38]=[CH:37][C:36]([Cl:39])=[C:35]([Cl:40])[CH:34]=2)=[CH:24][C:25]([F:31])=[C:26]([CH:30]=1)[C:27]([OH:29])=O.[N:41]1([S:45]([NH2:48])(=[O:47])=[O:46])[CH2:44][CH2:43][CH2:42]1. (3) Given the product [Cl:1][C:2]1[N:7]=[C:6]([C:8]2[CH:24]=[N:23][N:10]3[CH:11]=[CH:16][CH:15]=[CH:14][C:9]=23)[C:5]([CH:18]2[CH2:19][CH2:20]2)=[CH:4][N:3]=1, predict the reactants needed to synthesize it. The reactants are: [Cl:1][C:2]1[N:7]=[C:6]([C:8]2N3C=[CH:14][CH:15]=[C:16](F)[C:11]3=[N:10][CH:9]=2)[C:5]([CH:18]2[CH2:20][CH2:19]2)=[CH:4][N:3]=1.[I-].N[N+:23]1C=CC=C[CH:24]=1.C(=O)([O-])[O-].[K+].[K+].O.